The task is: Regression. Given two drug SMILES strings and cell line genomic features, predict the synergy score measuring deviation from expected non-interaction effect.. This data is from NCI-60 drug combinations with 297,098 pairs across 59 cell lines. (1) Drug 1: C1C(C(OC1N2C=C(C(=O)NC2=O)F)CO)O. Drug 2: CC1C(C(CC(O1)OC2CC(CC3=C2C(=C4C(=C3O)C(=O)C5=C(C4=O)C(=CC=C5)OC)O)(C(=O)CO)O)N)O.Cl. Cell line: SNB-75. Synergy scores: CSS=33.6, Synergy_ZIP=-6.76, Synergy_Bliss=-4.62, Synergy_Loewe=-3.37, Synergy_HSA=-0.346. (2) Drug 1: CC12CCC(CC1=CCC3C2CCC4(C3CC=C4C5=CN=CC=C5)C)O. Drug 2: CC12CCC3C(C1CCC2OP(=O)(O)O)CCC4=C3C=CC(=C4)OC(=O)N(CCCl)CCCl.[Na+]. Cell line: SF-268. Synergy scores: CSS=4.91, Synergy_ZIP=-0.532, Synergy_Bliss=-0.410, Synergy_Loewe=-2.41, Synergy_HSA=-2.06.